Regression. Given a peptide amino acid sequence and an MHC pseudo amino acid sequence, predict their binding affinity value. This is MHC class II binding data. From a dataset of Peptide-MHC class II binding affinity with 134,281 pairs from IEDB. (1) The peptide sequence is LNPTAIFLTTLSRTS. The MHC is DRB1_0701 with pseudo-sequence DRB1_0701. The binding affinity (normalized) is 0.704. (2) The peptide sequence is HDGRGGAGGGMQRFA. The MHC is DRB1_0301 with pseudo-sequence DRB1_0301. The binding affinity (normalized) is 0. (3) The binding affinity (normalized) is 0.522. The peptide sequence is DYVRMWVQAATAMSA. The MHC is HLA-DQA10501-DQB10201 with pseudo-sequence HLA-DQA10501-DQB10201. (4) The peptide sequence is KLAFLVQTEPRMLLM. The MHC is DRB1_0301 with pseudo-sequence DRB1_0301. The binding affinity (normalized) is 0.813.